From a dataset of Merck oncology drug combination screen with 23,052 pairs across 39 cell lines. Regression. Given two drug SMILES strings and cell line genomic features, predict the synergy score measuring deviation from expected non-interaction effect. (1) Drug 1: Cn1c(=O)n(-c2ccc(C(C)(C)C#N)cc2)c2c3cc(-c4cnc5ccccc5c4)ccc3ncc21. Drug 2: CCc1c2c(nc3ccc(O)cc13)-c1cc3c(c(=O)n1C2)COC(=O)C3(O)CC. Cell line: CAOV3. Synergy scores: synergy=11.9. (2) Drug 1: O=C(NOCC(O)CO)c1ccc(F)c(F)c1Nc1ccc(I)cc1F. Drug 2: COC1=C2CC(C)CC(OC)C(O)C(C)C=C(C)C(OC(N)=O)C(OC)C=CC=C(C)C(=O)NC(=CC1=O)C2=O. Cell line: PA1. Synergy scores: synergy=21.0. (3) Drug 1: CC(C)CC(NC(=O)C(Cc1ccccc1)NC(=O)c1cnccn1)B(O)O. Drug 2: NC1CCCCC1N.O=C(O)C(=O)O.[Pt+2]. Cell line: RKO. Synergy scores: synergy=7.14. (4) Drug 1: Nc1ccn(C2OC(CO)C(O)C2(F)F)c(=O)n1. Drug 2: C=CCn1c(=O)c2cnc(Nc3ccc(N4CCN(C)CC4)cc3)nc2n1-c1cccc(C(C)(C)O)n1. Cell line: RKO. Synergy scores: synergy=-9.75.